This data is from Peptide-MHC class II binding affinity with 134,281 pairs from IEDB. The task is: Regression. Given a peptide amino acid sequence and an MHC pseudo amino acid sequence, predict their binding affinity value. This is MHC class II binding data. (1) The MHC is HLA-DQA10104-DQB10503 with pseudo-sequence HLA-DQA10104-DQB10503. The binding affinity (normalized) is 0.161. The peptide sequence is TKKFDEVVKANGGYL. (2) The peptide sequence is ILQLLKDFLELLRYL. The MHC is DRB1_0401 with pseudo-sequence DRB1_0401. The binding affinity (normalized) is 0.0355. (3) The peptide sequence is KDGRKLVVPCRPQDELI. The MHC is DRB1_0401 with pseudo-sequence DRB1_0401. The binding affinity (normalized) is 0. (4) The peptide sequence is ERKYFAATQFEPLAA. The MHC is DRB1_0701 with pseudo-sequence DRB1_0701. The binding affinity (normalized) is 0.716. (5) The peptide sequence is AAATATATAAVGAAT. The MHC is HLA-DPA10201-DPB10101 with pseudo-sequence HLA-DPA10201-DPB10101. The binding affinity (normalized) is 0. (6) The peptide sequence is QNSSFIIDGPNTPEC. The MHC is DRB1_1501 with pseudo-sequence DRB1_1501. The binding affinity (normalized) is 0.225. (7) The peptide sequence is AYDTYKSIPSLEAAV. The MHC is HLA-DQA10501-DQB10301 with pseudo-sequence HLA-DQA10501-DQB10301. The binding affinity (normalized) is 0.445.